This data is from Forward reaction prediction with 1.9M reactions from USPTO patents (1976-2016). The task is: Predict the product of the given reaction. (1) Given the reactants [NH2:1][CH2:2][C:3]1[CH:4]=[CH:5][C:6]2[N:10]=[C:9]([CH2:11][CH2:12][CH2:13][CH2:14][N:15]([CH2:19][CH2:20][CH3:21])[CH2:16][CH2:17][CH3:18])[N:8]([CH2:22][CH2:23][CH3:24])[C:7]=2[CH:25]=1.C(OC)(OC)OC.[NH:33]1[CH:37]=[CH:36][N:35]=[C:34]1[CH:38]=O.[BH4-].[Na+], predict the reaction product. The product is: [NH:33]1[CH:37]=[CH:36][N:35]=[C:34]1[CH2:38][NH:1][CH2:2][C:3]1[CH:4]=[CH:5][C:6]2[N:10]=[C:9]([CH2:11][CH2:12][CH2:13][CH2:14][N:15]([CH2:16][CH2:17][CH3:18])[CH2:19][CH2:20][CH3:21])[N:8]([CH2:22][CH2:23][CH3:24])[C:7]=2[CH:25]=1. (2) Given the reactants [Cl:1][C:2]1[CH:10]=[C:9]([Cl:11])[CH:8]=[CH:7][C:3]=1[CH2:4][CH2:5]O.P(Br)(Br)[Br:13].C(=O)(O)[O-].[Na+], predict the reaction product. The product is: [Cl:1][C:2]1[CH:10]=[C:9]([Cl:11])[CH:8]=[CH:7][C:3]=1[CH2:4][CH2:5][Br:13].